This data is from Forward reaction prediction with 1.9M reactions from USPTO patents (1976-2016). The task is: Predict the product of the given reaction. Given the reactants [Na].[C:2]([O:9][CH2:10][CH3:11])(=[O:8])[C:3]([O:5]CC)=O.[C:12]([CH2:14][C:15]([O:17][CH2:18][CH3:19])=[O:16])#[N:13], predict the reaction product. The product is: [C:12]([C:14](=[C:3]([OH:5])[C:2]([O:9][CH2:10][CH3:11])=[O:8])[C:15]([O:17][CH2:18][CH3:19])=[O:16])#[N:13].